From a dataset of Full USPTO retrosynthesis dataset with 1.9M reactions from patents (1976-2016). Predict the reactants needed to synthesize the given product. (1) Given the product [Cl:35][CH2:36][CH2:37][CH2:38][CH2:39][CH2:40][CH2:41][O:22][C:21]1[C:20](=[O:23])[C:19]2[C:14](=[CH:15][CH:16]=[CH:17][CH:18]=2)[O:13][C:12]=1[C:11]1[CH:24]=[CH:25][C:26]([O:27][CH2:28][C:29]2[CH:34]=[CH:33][CH:32]=[CH:31][CH:30]=2)=[C:9]([O:8][CH2:1][C:2]2[CH:3]=[CH:4][CH:5]=[CH:6][CH:7]=2)[CH:10]=1, predict the reactants needed to synthesize it. The reactants are: [CH2:1]([O:8][C:9]1[CH:10]=[C:11]([CH:24]=[CH:25][C:26]=1[O:27][CH2:28][C:29]1[CH:34]=[CH:33][CH:32]=[CH:31][CH:30]=1)[C:12]1[O:13][C:14]2[C:19]([C:20](=[O:23])[C:21]=1[OH:22])=[CH:18][CH:17]=[CH:16][CH:15]=2)[C:2]1[CH:7]=[CH:6][CH:5]=[CH:4][CH:3]=1.[Cl:35][CH2:36][CH2:37][CH2:38][CH2:39][CH2:40][CH2:41]I.[Cl-].C(OC1C=C(C=CC=1OCC1C=CC=CC=1)C1OC2C(C(=O)C=1)=CC=C(CCC[N+](C)(C)C)C=2)C1C=CC=CC=1. (2) Given the product [CH:10]([C:6]1[CH:7]=[CH:8][CH:9]=[C:4]([CH:1]([CH3:3])[CH3:2])[C:5]=1[N+:13]#[C-:14])([CH3:12])[CH3:11], predict the reactants needed to synthesize it. The reactants are: [CH:1]([C:4]1[CH:9]=[CH:8][CH:7]=[C:6]([CH:10]([CH3:12])[CH3:11])[C:5]=1[NH:13][CH:14]=O)([CH3:3])[CH3:2].O=P(Cl)(Cl)Cl.C(N(CC)CC)C.